Dataset: NCI-60 drug combinations with 297,098 pairs across 59 cell lines. Task: Regression. Given two drug SMILES strings and cell line genomic features, predict the synergy score measuring deviation from expected non-interaction effect. Drug 1: CC(C)(C#N)C1=CC(=CC(=C1)CN2C=NC=N2)C(C)(C)C#N. Drug 2: CCCCCOC(=O)NC1=NC(=O)N(C=C1F)C2C(C(C(O2)C)O)O. Cell line: BT-549. Synergy scores: CSS=3.11, Synergy_ZIP=-1.84, Synergy_Bliss=-2.06, Synergy_Loewe=-4.11, Synergy_HSA=-3.87.